Task: Predict the reactants needed to synthesize the given product.. Dataset: Full USPTO retrosynthesis dataset with 1.9M reactions from patents (1976-2016) Given the product [CH3:13][O:12][C:11]1[CH:10]=[CH:9][N:8]=[C:7]2[CH:14]=[CH:15][NH:5][C:6]=12, predict the reactants needed to synthesize it. The reactants are: C(OC(=O)[NH:5][C:6]1[C:7]([C:14]#[C:15][Si](C)(C)C)=[N:8][CH:9]=[CH:10][C:11]=1[O:12][CH3:13])C.[OH-].[K+].